From a dataset of Full USPTO retrosynthesis dataset with 1.9M reactions from patents (1976-2016). Predict the reactants needed to synthesize the given product. The reactants are: [C:1]([C:3]1[CH:4]=[N:5][CH:6]=[CH:7][CH:8]=1)#[CH:2].[F:9][C:10]1[CH:11]=[C:12]([C:14](I)=[CH:15][CH:16]=1)[NH2:13]. Given the product [F:9][C:10]1[CH:11]=[C:12]2[C:14]([CH:2]=[C:1]([C:3]3[CH:4]=[N:5][CH:6]=[CH:7][CH:8]=3)[NH:13]2)=[CH:15][CH:16]=1, predict the reactants needed to synthesize it.